This data is from Catalyst prediction with 721,799 reactions and 888 catalyst types from USPTO. The task is: Predict which catalyst facilitates the given reaction. (1) Reactant: [CH2:1]([N:3]([CH2:29][CH3:30])[CH2:4][CH2:5][C:6]1[C:14]2[C:9](=[CH:10][CH:11]=[C:12]([NH:15][S:16]([C:19]3[CH:28]=[CH:27][C:26]4[C:21](=[CH:22][CH:23]=[CH:24][CH:25]=4)[CH:20]=3)(=[O:18])=[O:17])[CH:13]=2)[NH:8][CH:7]=1)[CH3:2].[CH3:31][C:32](C)([O-])C.[K+].C(I)C.O. Product: [CH2:29]([N:3]([CH2:1][CH3:2])[CH2:4][CH2:5][C:6]1[C:14]2[C:9](=[CH:10][CH:11]=[C:12]([N:15]([CH2:31][CH3:32])[S:16]([C:19]3[CH:28]=[CH:27][C:26]4[C:21](=[CH:22][CH:23]=[CH:24][CH:25]=4)[CH:20]=3)(=[O:17])=[O:18])[CH:13]=2)[NH:8][CH:7]=1)[CH3:30]. The catalyst class is: 16. (2) Reactant: [N+:1]([C:4]1[CH:9]=[CH:8][CH:7]=[CH:6][C:5]=1[N:10]1[CH2:15][CH2:14][N:13]([C:16]([O:18][C:19]([CH3:22])([CH3:21])[CH3:20])=[O:17])[CH2:12][CH2:11]1)([O-])=O. Product: [NH2:1][C:4]1[CH:9]=[CH:8][CH:7]=[CH:6][C:5]=1[N:10]1[CH2:15][CH2:14][N:13]([C:16]([O:18][C:19]([CH3:22])([CH3:21])[CH3:20])=[O:17])[CH2:12][CH2:11]1. The catalyst class is: 50. (3) Reactant: [N:1]([C:4]1[CH:9]=[CH:8][CH:7]=[CH:6][C:5]=1[F:10])=[N+:2]=[N-:3].[C:11]([O:15][CH2:16][CH3:17])(=[O:14])[C:12]#[CH:13]. Product: [F:10][C:5]1[CH:6]=[CH:7][CH:8]=[CH:9][C:4]=1[N:1]1[CH:13]=[C:12]([C:11]([O:15][CH2:16][CH3:17])=[O:14])[N:3]=[N:2]1. The catalyst class is: 11. (4) Reactant: [CH:1]([NH2:4])([CH3:3])[CH3:2].[CH2:5]1[CH2:11][S:8](=[O:10])(=[O:9])[O:7][CH2:6]1.CCCCCC. Product: [CH:1]([NH:4][CH2:6][CH2:5][CH2:11][S:8]([OH:10])(=[O:9])=[O:7])([CH3:3])[CH3:2]. The catalyst class is: 363. (5) Reactant: [Cl:1][C:2]1[CH:24]=[C:23]([O:25][CH2:26][CH:27]=[C:28]([Cl:30])[Cl:29])[CH:22]=[C:21]([Cl:31])[C:3]=1[O:4][CH2:5][CH2:6][CH2:7][O:8][C:9]1[CH:20]=[CH:19][C:12]([C:13]([NH:15][O:16][CH2:17][CH3:18])=[NH:14])=[CH:11][CH:10]=1.C(N(CC)CC)C.[F:39][C:40]([F:51])([F:50])[C:41](O[C:41](=[O:42])[C:40]([F:51])([F:50])[F:39])=[O:42].Cl. Product: [Cl:1][C:2]1[CH:24]=[C:23]([O:25][CH2:26][CH:27]=[C:28]([Cl:30])[Cl:29])[CH:22]=[C:21]([Cl:31])[C:3]=1[O:4][CH2:5][CH2:6][CH2:7][O:8][C:9]1[CH:10]=[CH:11][C:12](/[C:13](=[N:15]\[O:16][CH2:17][CH3:18])/[NH:14][C:41](=[O:42])[C:40]([F:51])([F:50])[F:39])=[CH:19][CH:20]=1. The catalyst class is: 4. (6) Product: [Br:16][C:17]1[CH:22]=[CH:21][C:20]([S:23]([N:10]2[CH2:15][CH2:14][O:13][CH2:12][CH2:11]2)(=[O:25])=[O:24])=[CH:19][C:18]=1[CH3:27]. Reactant: C(N(C(C)C)CC)(C)C.[NH:10]1[CH2:15][CH2:14][O:13][CH2:12][CH2:11]1.[Br:16][C:17]1[CH:22]=[CH:21][C:20]([S:23](Cl)(=[O:25])=[O:24])=[CH:19][C:18]=1[CH3:27]. The catalyst class is: 7.